From a dataset of Forward reaction prediction with 1.9M reactions from USPTO patents (1976-2016). Predict the product of the given reaction. (1) Given the reactants [CH3:1][O:2][C:3]1[CH:4]=[C:5]([NH2:15])[CH:6]=[CH:7][C:8]=1[N:9]1[CH:13]=[C:12]([CH3:14])[N:11]=[CH:10]1.Cl[C:17]1[N:22]=[C:21]([N:23]([CH3:27])[CH2:24][CH2:25][OH:26])[CH:20]=[C:19]([CH3:28])[N:18]=1, predict the reaction product. The product is: [CH3:1][O:2][C:3]1[CH:4]=[C:5]([NH:15][C:17]2[N:22]=[C:21]([N:23]([CH3:27])[CH2:24][CH2:25][OH:26])[CH:20]=[C:19]([CH3:28])[N:18]=2)[CH:6]=[CH:7][C:8]=1[N:9]1[CH:13]=[C:12]([CH3:14])[N:11]=[CH:10]1. (2) Given the reactants [Br:1][C:2]1[CH:3]=[CH:4][C:5]2[N:11]3[C:12]([CH3:15])=[N:13][N:14]=[C:10]3[C@H:9]([CH3:16])[CH2:8][NH:7][C:6]=2[CH:17]=1.I[C:19]1[CH:24]=[CH:23][C:22]([S:25]([CH3:28])(=[O:27])=[O:26])=[CH:21][CH:20]=1.C([O-])([O-])=O.[Cs+].[Cs+].C1(P(C2CCCCC2)C2C=CC=CC=2C2C(OC)=CC=CC=2OC)CCCCC1.N#N, predict the reaction product. The product is: [Br:1][C:2]1[CH:3]=[CH:4][C:5]2[N:11]3[C:12]([CH3:15])=[N:13][N:14]=[C:10]3[C@H:9]([CH3:16])[CH2:8][N:7]([C:19]3[CH:24]=[CH:23][C:22]([S:25]([CH3:28])(=[O:27])=[O:26])=[CH:21][CH:20]=3)[C:6]=2[CH:17]=1. (3) Given the reactants [CH3:1][C:2]1[CH:3]=[C:4]([NH:16][C:17]2[C:26]3[C:21](=[CH:22][CH:23]=[CH:24][C:25]=3[O:27][C@H:28]([CH3:32])[C:29]([OH:31])=O)[N:20]=[CH:19][N:18]=2)[CH:5]=[CH:6][C:7]=1[O:8][C:9]1[CH:10]=[N:11][C:12]([CH3:15])=[CH:13][CH:14]=1.[CH3:33][NH2:34], predict the reaction product. The product is: [CH3:33][NH:34][C:29](=[O:31])[C@H:28]([O:27][C:25]1[CH:24]=[CH:23][CH:22]=[C:21]2[C:26]=1[C:17]([NH:16][C:4]1[CH:5]=[CH:6][C:7]([O:8][C:9]3[CH:10]=[N:11][C:12]([CH3:15])=[CH:13][CH:14]=3)=[C:2]([CH3:1])[CH:3]=1)=[N:18][CH:19]=[N:20]2)[CH3:32].